This data is from Reaction yield outcomes from USPTO patents with 853,638 reactions. The task is: Predict the reaction yield, written as a fraction of the theoretical maximum amount of product (1.0 means a 100% yield; for example, 0.34 means a 34% yield). (1) The reactants are [CH2:1]([C:5]1[N:6]=[C:7]([CH3:27])[NH:8][C:9](=[O:26])[C:10]=1[CH2:11][C:12]1[CH:17]=[CH:16][C:15]([C:18]2[C:19]([C:24]#[N:25])=[CH:20][CH:21]=[CH:22][CH:23]=2)=[CH:14][CH:13]=1)[CH2:2][CH2:3][CH3:4].[H-].[Na+].CN(C)C=O.Br[CH2:36][C:37]1[CH:42]=[CH:41][CH:40]=[CH:39][C:38]=1[Cl:43]. The catalyst is C(OCC)(=O)C. The product is [CH2:1]([C:5]1[N:6]=[C:7]([CH3:27])[N:8]([CH2:36][C:37]2[CH:42]=[CH:41][CH:40]=[CH:39][C:38]=2[Cl:43])[C:9](=[O:26])[C:10]=1[CH2:11][C:12]1[CH:17]=[CH:16][C:15]([C:18]2[C:19]([C:24]#[N:25])=[CH:20][CH:21]=[CH:22][CH:23]=2)=[CH:14][CH:13]=1)[CH2:2][CH2:3][CH3:4]. The yield is 0.450. (2) The reactants are [CH2:1]([S:3](Cl)(=[O:5])=[O:4])[CH3:2].[NH2:7][CH2:8][CH2:9][CH2:10][CH2:11][CH2:12][CH2:13][CH2:14][C:15]([OH:17])=[O:16]. The catalyst is O1CCOCC1.[OH-].[Na+]. The product is [CH2:1]([S:3]([NH:7][CH2:8][CH2:9][CH2:10][CH2:11][CH2:12][CH2:13][CH2:14][C:15]([OH:17])=[O:16])(=[O:5])=[O:4])[CH3:2]. The yield is 0.380.